From a dataset of Full USPTO retrosynthesis dataset with 1.9M reactions from patents (1976-2016). Predict the reactants needed to synthesize the given product. (1) Given the product [CH:21]1([CH2:27][S:28]([NH:1][CH2:2][CH2:3][CH2:4][CH2:5][N:6]2[CH2:11][CH2:10][N:9]([C:12]3[CH:17]=[CH:16][CH:15]=[C:14]([N:18]([CH3:20])[CH3:19])[CH:13]=3)[CH2:8][CH2:7]2)(=[O:30])=[O:29])[CH2:26][CH2:25][CH2:24][CH2:23][CH2:22]1, predict the reactants needed to synthesize it. The reactants are: [NH2:1][CH2:2][CH2:3][CH2:4][CH2:5][N:6]1[CH2:11][CH2:10][N:9]([C:12]2[CH:13]=[C:14]([N:18]([CH3:20])[CH3:19])[CH:15]=[CH:16][CH:17]=2)[CH2:8][CH2:7]1.[CH:21]1([CH2:27][S:28](Cl)(=[O:30])=[O:29])[CH2:26][CH2:25][CH2:24][CH2:23][CH2:22]1. (2) Given the product [CH2:1]([N:8]([CH2:22][C:23]1[S:24][C:25]([C:37]2[CH:36]=[CH:35][C:34]([CH2:48][OH:49])=[C:33]([S:30]([CH3:29])(=[O:32])=[O:31])[CH:38]=2)=[CH:26][CH:27]=1)[S:9]([C:12]1[CH:17]=[CH:16][CH:15]=[CH:14][C:13]=1[C:18]([F:21])([F:20])[F:19])(=[O:11])=[O:10])[C:2]1[CH:7]=[CH:6][CH:5]=[CH:4][CH:3]=1, predict the reactants needed to synthesize it. The reactants are: [CH2:1]([N:8]([CH2:22][C:23]1[S:24][C:25](Br)=[CH:26][CH:27]=1)[S:9]([C:12]1[CH:17]=[CH:16][CH:15]=[CH:14][C:13]=1[C:18]([F:21])([F:20])[F:19])(=[O:11])=[O:10])[C:2]1[CH:7]=[CH:6][CH:5]=[CH:4][CH:3]=1.[CH3:29][S:30]([C:33]1[CH:38]=[C:37](B2OC(C)(C)C(C)(C)O2)[CH:36]=[CH:35][C:34]=1[CH2:48][OH:49])(=[O:32])=[O:31].[F-].[Cs+].C(=O)([O-])[O-].[Na+].[Na+]. (3) Given the product [Br:26][C:13]1[C:12]2[CH:14]=[C:15]([C:18]3[CH:19]=[CH:20][C:21]([C:22]#[N:23])=[CH:24][CH:25]=3)[CH:16]=[CH:17][C:11]=2[O:10][C:9]=1[CH2:8][CH2:7][N:3]1[CH2:4][CH2:5][CH2:6][C@H:2]1[CH3:1], predict the reactants needed to synthesize it. The reactants are: [CH3:1][C@@H:2]1[CH2:6][CH2:5][CH2:4][N:3]1[CH2:7][CH2:8][C:9]1[O:10][C:11]2[CH:17]=[CH:16][C:15]([C:18]3[CH:25]=[CH:24][C:21]([C:22]#[N:23])=[CH:20][CH:19]=3)=[CH:14][C:12]=2[CH:13]=1.[Br:26]Br.[O-]S([O-])=O.[Na+].[Na+]. (4) Given the product [OH:1][C@H:2]1[C@H:6]([CH2:7][OH:8])[N:5]([CH2:17][CH2:18][CH2:19][C:20]2[CH:25]=[CH:24][CH:23]=[CH:22][CH:21]=2)[CH2:4][C@@H:3]1[NH:9][C:10](=[O:12])[CH3:11], predict the reactants needed to synthesize it. The reactants are: [OH:1][C@H:2]1[C@H:6]([CH2:7][OH:8])[NH:5][CH2:4][C@@H:3]1[NH:9][C:10](=[O:12])[CH3:11].[BH3-]C#N.[Na+].[CH:17](=O)[CH2:18][CH2:19][C:20]1[CH:25]=[CH:24][CH:23]=[CH:22][CH:21]=1. (5) The reactants are: [Cl:1][C:2]1[CH:7]=[CH:6][C:5]([N:8]2[C:12]3[C:13]([C:19]([F:22])([F:21])[F:20])=[CH:14][C:15]([C:17]#[N:18])=[CH:16][C:11]=3[NH:10][C:9]2=[O:23])=[CH:4][CH:3]=1.[H-].[Na+].[CH3:26][CH2:27][N:28]([CH2:31][CH2:32]Cl)[CH2:29][CH3:30].Cl.[C:35](=[O:38])(O)[O-:36].[Na+]. Given the product [F:20][C:19]([F:22])([F:21])[C:35]([OH:36])=[O:38].[Cl:1][C:2]1[CH:7]=[CH:6][C:5]([N:8]2[C:12]3[C:13]([C:19]([F:21])([F:20])[F:22])=[CH:14][C:15]([C:17]([NH2:18])=[O:36])=[CH:16][C:11]=3[N:10]([CH2:26][CH2:27][N:28]([CH2:31][CH3:32])[CH2:29][CH3:30])[C:9]2=[O:23])=[CH:4][CH:3]=1, predict the reactants needed to synthesize it. (6) Given the product [F:1][C:2]1[CH:3]=[CH:4][C:5]([C:6](/[N:8]=[C:9]2\[NH:10][C:11]3[CH:25]=[CH:24][C:23]([CH2:26][N:27]4[CH2:32][CH2:31][CH2:30][CH2:29][CH2:28]4)=[CH:22][C:12]=3[N:13]\2[C@H:14]2[CH2:19][CH2:18][C@@H:17]([CH2:20][NH:38][CH:35]([CH3:37])[CH3:36])[CH2:16][CH2:15]2)=[O:7])=[CH:33][CH:34]=1, predict the reactants needed to synthesize it. The reactants are: [F:1][C:2]1[CH:34]=[CH:33][C:5]([C:6](/[N:8]=[C:9]2\[NH:10][C:11]3[CH:25]=[CH:24][C:23]([CH2:26][N:27]4[CH2:32][CH2:31][CH2:30][CH2:29][CH2:28]4)=[CH:22][C:12]=3[N:13]\2[C@H:14]2[CH2:19][CH2:18][C@@H:17]([CH:20]=O)[CH2:16][CH2:15]2)=[O:7])=[CH:4][CH:3]=1.[CH:35]([NH2:38])([CH3:37])[CH3:36].CC(O)=O.C([BH3-])#N.[Na+].